Task: Predict the reactants needed to synthesize the given product.. Dataset: Full USPTO retrosynthesis dataset with 1.9M reactions from patents (1976-2016) (1) The reactants are: Br[C:2]1[CH:7]=[CH:6][C:5]([F:8])=[CH:4][N:3]=1.Br[C:10]1[CH:34]=[CH:33][C:13]([CH2:14][C:15]([C:17]2[N:18]([S:27]([N:30]([CH3:32])[CH3:31])(=[O:29])=[O:28])[CH:19]=[C:20]([CH2:22][C:23]([CH3:26])([CH3:25])[CH3:24])[N:21]=2)=[CH2:16])=[CH:12][CH:11]=1.[SnH4]. Given the product [CH3:24][C:23]([CH3:26])([CH3:25])[CH2:22][C:20]1[N:21]=[C:17]([C:15]([CH2:14][C:13]2[CH:12]=[CH:11][C:10]([C:2]3[CH:7]=[CH:6][C:5]([F:8])=[CH:4][N:3]=3)=[CH:34][CH:33]=2)=[CH2:16])[N:18]([S:27]([N:30]([CH3:32])[CH3:31])(=[O:29])=[O:28])[CH:19]=1, predict the reactants needed to synthesize it. (2) The reactants are: [Br:1][C:2]1[CH:7]=[CH:6][CH:5]=[CH:4][C:3]=1[OH:8].[CH3:9][O:10][C:11]1[CH:16]=[CH:15][C:14]([P:17]([C:26]2[CH:31]=[CH:30][C:29]([O:32][CH3:33])=[CH:28][CH:27]=2)[C:18]2[CH:23]=[CH:22][C:21]([O:24][CH3:25])=[CH:20][CH:19]=2)=[CH:13][CH:12]=1.C(O)CO. Given the product [Br-:1].[CH3:25][O:24][C:21]1[CH:22]=[CH:23][C:18]([P+:17]([C:26]2[CH:27]=[CH:28][C:29]([O:32][CH3:33])=[CH:30][CH:31]=2)([C:14]2[CH:15]=[CH:16][C:11]([O:10][CH3:9])=[CH:12][CH:13]=2)[C:2]2[CH:7]=[CH:6][CH:5]=[CH:4][C:3]=2[OH:8])=[CH:19][CH:20]=1, predict the reactants needed to synthesize it. (3) Given the product [ClH:1].[ClH:23].[Cl:1][C:2]1[CH:3]=[CH:4][C:5]([O:6][CH2:7][CH2:8][CH2:9][O:10][NH:11][C:12]([NH:14][C:15]([NH:17][CH:18]([CH3:19])[CH3:20])=[NH:16])=[NH:13])=[CH:21][CH:22]=1, predict the reactants needed to synthesize it. The reactants are: [Cl:1][C:2]1[CH:22]=[CH:21][C:5]([O:6][CH2:7][CH2:8][CH2:9][O:10][NH:11][C:12]([NH:14][C:15]([NH:17][CH:18]([CH3:20])[CH3:19])=[NH:16])=[NH:13])=[CH:4][CH:3]=1.[ClH:23]. (4) Given the product [C:1]([O:5][C:6]([N:8]1[CH2:13][CH2:12][N:11]([CH2:14][C:16]2[N:21]=[C:20]([C:22]3[CH:27]=[CH:26][N:25]=[C:24]([NH:28][CH:29]4[CH2:34][CH2:33][CH2:32][CH2:31][CH2:30]4)[CH:23]=3)[CH:19]=[CH:18][CH:17]=2)[CH2:10][CH2:9]1)=[O:7])([CH3:4])([CH3:2])[CH3:3], predict the reactants needed to synthesize it. The reactants are: [C:1]([O:5][C:6]([N:8]1[CH2:13][CH2:12][N:11]([C:14]([C:16]2[N:21]=[C:20]([C:22]3[CH:27]=[CH:26][N:25]=[C:24]([NH:28][CH:29]4[CH2:34][CH2:33][CH2:32][CH2:31][CH2:30]4)[CH:23]=3)[CH:19]=[CH:18][CH:17]=2)=O)[CH2:10][CH2:9]1)=[O:7])([CH3:4])([CH3:3])[CH3:2].CC(C[AlH]CC(C)C)C. (5) Given the product [F:9][C:8]([F:11])([F:10])[C:5]1[N:6]=[CH:7][N:3]([CH2:2][C:16]([CH2:15][CH2:14][C:13]([F:12])([F:21])[F:22])([C:17]#[N:18])[C:19]#[N:20])[N:4]=1, predict the reactants needed to synthesize it. The reactants are: Cl[CH2:2][N:3]1[CH:7]=[N:6][C:5]([C:8]([F:11])([F:10])[F:9])=[N:4]1.[F:12][C:13]([F:22])([F:21])[CH2:14][CH2:15][CH:16]([C:19]#[N:20])[C:17]#[N:18].C(=O)([O-])[O-].[K+].[K+].O.